This data is from Forward reaction prediction with 1.9M reactions from USPTO patents (1976-2016). The task is: Predict the product of the given reaction. (1) The product is: [CH3:1][O:2][C:3]1[CH:4]=[C:5]2[C:9](=[CH:10][C:11]=1[CH:12]([C:18]1[CH:23]=[CH:22][CH:21]=[CH:20][CH:19]=1)[CH2:13][CH2:14][NH:16][CH3:17])[NH:8][CH:7]=[CH:6]2. Given the reactants [CH3:1][O:2][C:3]1[CH:4]=[C:5]2[C:9](=[CH:10][C:11]=1[CH:12]([C:18]1[CH:23]=[CH:22][CH:21]=[CH:20][CH:19]=1)[CH2:13][C:14]([NH:16][CH3:17])=O)[NH:8][CH:7]=[CH:6]2.N1C2C(=CC=CC=2C(C2C=CC=CC=2)CCNC)C=C1, predict the reaction product. (2) Given the reactants [NH2:1][C:2]1[CH:11]=[C:10]([O:12][C:13]2[CH:18]=[CH:17][CH:16]=[CH:15][CH:14]=2)[CH:9]=[CH:8][C:3]=1[C:4]([O:6][CH3:7])=[O:5].[F:19][C:20]1[CH:25]=[CH:24][C:23](I)=[CH:22][CH:21]=1.CC(C)([O-])C.[Na+].C(O)(=O)CC(CC(O)=O)(C(O)=O)O, predict the reaction product. The product is: [F:19][C:20]1[CH:25]=[CH:24][C:23]([NH:1][C:2]2[CH:11]=[C:10]([O:12][C:13]3[CH:18]=[CH:17][CH:16]=[CH:15][CH:14]=3)[CH:9]=[CH:8][C:3]=2[C:4]([O:6][CH3:7])=[O:5])=[CH:22][CH:21]=1. (3) The product is: [CH2:20]([O:22][Si:23]([O:27][CH2:28][CH3:29])([O:24][CH2:25][CH3:26])[CH2:3][CH2:2][CH2:1][O:4][CH2:5][C:6]([CH2:15][O:16][CH2:17][CH2:18][CH2:19][Si:23]([O:27][CH2:28][CH3:29])([O:24][CH2:25][CH3:26])[O:22][CH2:20][CH3:21])([CH2:13][CH3:14])[CH2:7][O:8][Si:9]([CH3:12])([CH3:11])[CH3:10])[CH3:21]. Given the reactants [CH2:1]([O:4][CH2:5][C:6]([CH2:15][O:16][CH2:17][CH:18]=[CH2:19])([CH2:13][CH3:14])[CH2:7][O:8][Si:9]([CH3:12])([CH3:11])[CH3:10])[CH:2]=[CH2:3].[CH2:20]([O:22][SiH:23]([O:27][CH2:28][CH3:29])[O:24][CH2:25][CH3:26])[CH3:21], predict the reaction product. (4) Given the reactants [Cl:1][C:2]1[C:3]([CH2:10][CH3:11])=[N:4][CH:5]=[C:6]([CH2:8]Cl)[CH:7]=1.[C-:12]#[N:13].[K+], predict the reaction product. The product is: [Cl:1][C:2]1[CH:7]=[C:6]([CH2:8][C:12]#[N:13])[CH:5]=[N:4][C:3]=1[CH2:10][CH3:11]. (5) Given the reactants [CH:1](=[C:3]1[CH2:8][CH:7]2[CH2:9][CH:4]1[CH:5]=[CH:6]2)[CH3:2].[CH2:10]=[CH:11][CH3:12].[H][H].C=C.C([Al](CC(C)C)CC(C)C)C(C)C.[AlH]1CCCCO1, predict the reaction product. The product is: [CH2:1]=[CH2:2].[CH2:10]=[CH:11][CH3:12].[CH:1](=[C:3]1[CH2:8][CH:7]2[CH2:9][CH:4]1[CH:5]=[CH:6]2)[CH3:2]. (6) Given the reactants [F:1][C:2]1([F:56])[C:6]2[N:7]([CH2:14][C:15]([NH:17][C@H:18]([C:28]3[C:33]([C:34]4[CH:35]=[CH:36][C:37]([F:43])=[C:38]([CH:42]=4)[C:39]([NH2:41])=[O:40])=[CH:32][C:31]([N:44]4C(=O)C5C(=CC=CC=5)C4=O)=[CH:30][N:29]=3)[CH2:19][C:20]3[CH:25]=[C:24]([F:26])[CH:23]=[C:22]([F:27])[CH:21]=3)=[O:16])[N:8]=[C:9]([C:10]([F:13])([F:12])[F:11])[C:5]=2[C@H:4]2[CH2:55][C@@H:3]12.O.NN, predict the reaction product. The product is: [NH2:44][C:31]1[CH:32]=[C:33]([C:34]2[CH:35]=[CH:36][C:37]([F:43])=[C:38]([CH:42]=2)[C:39]([NH2:41])=[O:40])[C:28]([C@@H:18]([NH:17][C:15](=[O:16])[CH2:14][N:7]2[C:6]3[C:2]([F:56])([F:1])[C@@H:3]4[CH2:55][C@@H:4]4[C:5]=3[C:9]([C:10]([F:11])([F:12])[F:13])=[N:8]2)[CH2:19][C:20]2[CH:25]=[C:24]([F:26])[CH:23]=[C:22]([F:27])[CH:21]=2)=[N:29][CH:30]=1.